Dataset: Full USPTO retrosynthesis dataset with 1.9M reactions from patents (1976-2016). Task: Predict the reactants needed to synthesize the given product. (1) Given the product [C:13]1([S:10]([N:9]2[C:4]3[C:5](=[CH:6][C:7]([CH3:8])=[C:2]([Br:1])[CH:3]=3)[CH:20]=[CH:19]2)(=[O:11])=[O:12])[CH:18]=[CH:17][CH:16]=[CH:15][CH:14]=1, predict the reactants needed to synthesize it. The reactants are: [Br:1][C:2]1[CH:3]=[C:4]([N:9]([CH2:19][CH:20](OCC)OCC)[S:10]([C:13]2[CH:18]=[CH:17][CH:16]=[CH:15][CH:14]=2)(=[O:12])=[O:11])[CH:5]=[CH:6][C:7]=1[CH3:8].C(=O)([O-])O.[Na+]. (2) Given the product [CH2:2]([O:4][C:5]([C:7]1[C:8]2[S:16][CH:15]=[C:14]([CH2:17][O:18][C:19]3[CH:24]=[C:23]([C:25]4[O:29][N:28]=[C:27]([CH3:30])[N:26]=4)[CH:22]=[CH:21][C:20]=3[CH3:31])[C:9]=2[C:10]([NH2:1])=[N:11][CH:12]=1)=[O:6])[CH3:3], predict the reactants needed to synthesize it. The reactants are: [NH3:1].[CH2:2]([O:4][C:5]([C:7]1[C:8]2[S:16][CH:15]=[C:14]([CH2:17][O:18][C:19]3[CH:24]=[C:23]([C:25]4[O:29][N:28]=[C:27]([CH3:30])[N:26]=4)[CH:22]=[CH:21][C:20]=3[CH3:31])[C:9]=2[C:10](Cl)=[N:11][CH:12]=1)=[O:6])[CH3:3]. (3) Given the product [NH2:1][C:4]1[CH:5]=[C:6]([CH:11]=[CH:12][C:13]=1[NH:14][CH2:15][CH:16]1[CH2:21][CH2:20][O:19][CH2:18][CH2:17]1)[C:7]([O:9][CH3:10])=[O:8], predict the reactants needed to synthesize it. The reactants are: [N+:1]([C:4]1[CH:5]=[C:6]([CH:11]=[CH:12][C:13]=1[NH:14][CH2:15][CH:16]1[CH2:21][CH2:20][O:19][CH2:18][CH2:17]1)[C:7]([O:9][CH3:10])=[O:8])([O-])=O.